This data is from Full USPTO retrosynthesis dataset with 1.9M reactions from patents (1976-2016). The task is: Predict the reactants needed to synthesize the given product. Given the product [CH3:19][O:20][C:21]1[CH:26]=[CH:25][C:24]([CH2:27][C:28]([N:11]([CH2:12][C:13]2[CH:14]=[CH:15][C:16]([CH3:32])=[CH:17][CH:18]=2)[C:4]2[C@H:5]3[N:9]([CH3:10])[C@H:8]([CH2:7][CH2:6]3)[CH2:2][CH:3]=2)=[O:29])=[CH:23][CH:22]=1, predict the reactants needed to synthesize it. The reactants are: C[CH:2]1[C@H:8]2[N:9]([CH3:10])[C@H:5]([CH2:6][CH2:7]2)[C:4](=[N:11][CH2:12][C:13]2[CH:18]=[CH:17][CH:16]=[CH:15][CH:14]=2)[CH2:3]1.[CH3:19][O:20][C:21]1[CH:26]=[CH:25][C:24]([CH2:27][C:28](Cl)=[O:29])=[CH:23][CH:22]=1.Cl[CH2:32]Cl.